From a dataset of Forward reaction prediction with 1.9M reactions from USPTO patents (1976-2016). Predict the product of the given reaction. (1) Given the reactants [NH2:1][CH2:2][CH2:3][S:4][CH2:5][C@@H:6]([C:8]([OH:10])=[O:9])[NH2:7].[CH3:11]O, predict the reaction product. The product is: [NH2:1][CH2:2][CH2:3][S:4][CH2:5][C@@H:6]([C:8]([O:10][CH3:11])=[O:9])[NH2:7]. (2) Given the reactants [N:1]1([C:6]2[CH:24]=[CH:23][C:9]([O:10][CH2:11][C:12]3[N:13]=[C:14]([CH:17]4[CH2:22][CH2:21][NH:20][CH2:19][CH2:18]4)[S:15][CH:16]=3)=[CH:8][CH:7]=2)[CH:5]=[N:4][N:3]=[N:2]1.Cl.[N:26]1([C:31](N)=[NH:32])C=CC=N1.C(N(CC)CC)C, predict the reaction product. The product is: [N:1]1([C:6]2[CH:7]=[CH:8][C:9]([O:10][CH2:11][C:12]3[N:13]=[C:14]([CH:17]4[CH2:18][CH2:19][N:20]([C:31]([NH2:32])=[NH:26])[CH2:21][CH2:22]4)[S:15][CH:16]=3)=[CH:23][CH:24]=2)[CH:5]=[N:4][N:3]=[N:2]1. (3) The product is: [F:1][C:2]1[CH:3]=[C:4]([CH:19]=[CH:20][CH:21]=1)[CH2:5][C:7]1[CH:12]=[C:11]([O:13][CH3:14])[CH:10]=[CH:9][C:8]=1[CH2:15][C:16]([OH:18])=[O:17]. Given the reactants [F:1][C:2]1[CH:3]=[C:4]([CH:19]=[CH:20][CH:21]=1)[C:5]([C:7]1[CH:12]=[C:11]([O:13][CH3:14])[CH:10]=[CH:9][C:8]=1[CH2:15][C:16]([OH:18])=[O:17])=O.C(C1C=C(OC)C=CC=1CC(O)=O)(=O)C1C=CC=CC=1, predict the reaction product. (4) Given the reactants [CH:1]1([O:6][C:7]2[CH:8]=[C:9]([CH:30]=[CH:31][C:32]=2[O:33][CH3:34])[N:10]([C:18]2[CH:23]=[CH:22][C:21]([N+:24]([O-])=O)=[C:20]([C:27]([OH:29])=[O:28])[CH:19]=2)[CH2:11][C:12]2[CH:13]=[N:14][CH:15]=[CH:16][CH:17]=2)[CH2:5][CH2:4][CH2:3][CH2:2]1.[C:35](OC(=O)C)(=[O:37])[CH3:36], predict the reaction product. The product is: [CH:1]1([O:6][C:7]2[CH:8]=[C:9]([CH:30]=[CH:31][C:32]=2[O:33][CH3:34])[N:10]([C:18]2[CH:23]=[CH:22][C:21]([NH:24][C:35](=[O:37])[CH3:36])=[C:20]([C:27]([OH:29])=[O:28])[CH:19]=2)[CH2:11][C:12]2[CH:13]=[N:14][CH:15]=[CH:16][CH:17]=2)[CH2:5][CH2:4][CH2:3][CH2:2]1. (5) Given the reactants [C:1]([O:5][C:6](=[O:27])[NH:7][CH2:8][C:9]1[CH:14]=[C:13]([O:15][C:16]2[CH:21]=[CH:20][C:19]([O:22][CH3:23])=[CH:18][CH:17]=2)[CH:12]=[CH:11][C:10]=1[N+:24]([O-])=O)([CH3:4])([CH3:3])[CH3:2].[Cl-].[NH4+].C(O)C, predict the reaction product. The product is: [C:1]([O:5][C:6](=[O:27])[NH:7][CH2:8][C:9]1[CH:14]=[C:13]([O:15][C:16]2[CH:17]=[CH:18][C:19]([O:22][CH3:23])=[CH:20][CH:21]=2)[CH:12]=[CH:11][C:10]=1[NH2:24])([CH3:4])([CH3:2])[CH3:3]. (6) Given the reactants Br.[NH2:2][C:3]1[CH:15]=[C:14]2[C:6]([C:7]3[C:8]([Br:19])=[CH:9][CH:10]=[C:11]([C:16]([NH2:18])=[O:17])[C:12]=3[NH:13]2)=[CH:5][CH:4]=1.CCN(C(C)C)C(C)C.Cl[CH2:30][CH2:31][N:32]=[C:33]=[O:34].[H-].[Na+], predict the reaction product. The product is: [Br:19][C:8]1[C:7]2[C:6]3[C:14](=[CH:15][C:3]([N:2]4[CH2:30][CH2:31][NH:32][C:33]4=[O:34])=[CH:4][CH:5]=3)[NH:13][C:12]=2[C:11]([C:16]([NH2:18])=[O:17])=[CH:10][CH:9]=1. (7) Given the reactants C([Si](C)(C)[O:6][C@H:7]([CH3:29])[CH2:8][N:9]1[C:17]2[C:12](=[CH:13][CH:14]=[C:15]3[O:21][CH2:20][C@H:19]([O:22][CH2:23][CH2:24][NH:25][C:26](=[O:28])[CH3:27])[CH2:18][C:16]3=2)[CH:11]=[N:10]1)(C)(C)C.[F-].C([N+](CCCC)(CCCC)CCCC)CCC.C(=O)(O)[O-].[Na+], predict the reaction product. The product is: [OH:6][C@H:7]([CH3:29])[CH2:8][N:9]1[C:17]2[C:12](=[CH:13][CH:14]=[C:15]3[O:21][CH2:20][C@H:19]([O:22][CH2:23][CH2:24][NH:25][C:26](=[O:28])[CH3:27])[CH2:18][C:16]3=2)[CH:11]=[N:10]1. (8) The product is: [C:1]([O:5][C:6](=[O:18])[NH:7][C:8]1[O:12][N:11]=[C:10]([C:13]([CH3:17])([CH3:16])[CH2:14][NH:20][CH3:19])[CH:9]=1)([CH3:4])([CH3:3])[CH3:2]. Given the reactants [C:1]([O:5][C:6](=[O:18])[NH:7][C:8]1[O:12][N:11]=[C:10]([C:13]([CH3:17])([CH3:16])[CH:14]=O)[CH:9]=1)([CH3:4])([CH3:3])[CH3:2].[CH3:19][NH2:20].C(O[BH-](OC(=O)C)OC(=O)C)(=O)C, predict the reaction product. (9) The product is: [NH2:13][C:14]1[C:19]([C:20]([O:22][CH3:23])=[O:21])=[C:18]([NH:24][S:9]([C:3]2[CH:4]=[CH:5][C:6]([F:8])=[CH:7][C:2]=2[Br:1])(=[O:11])=[O:10])[CH:17]=[CH:16][C:15]=1[C:25]1[CH:29]=[CH:28][O:27][C:26]=1[C:30]([O:32][CH2:33][CH3:34])=[O:31]. Given the reactants [Br:1][C:2]1[CH:7]=[C:6]([F:8])[CH:5]=[CH:4][C:3]=1[S:9](Cl)(=[O:11])=[O:10].[NH2:13][C:14]1[C:19]([C:20]([O:22][CH3:23])=[O:21])=[C:18]([NH2:24])[CH:17]=[CH:16][C:15]=1[C:25]1[CH:29]=[CH:28][O:27][C:26]=1[C:30]([O:32][CH2:33][CH3:34])=[O:31], predict the reaction product.